This data is from Forward reaction prediction with 1.9M reactions from USPTO patents (1976-2016). The task is: Predict the product of the given reaction. Given the reactants [NH2:1][C:2]1[CH:7]=[C:6]([Cl:8])[CH:5]=[CH:4][C:3]=1[C:9]([C:11]1[CH:16]=[CH:15][CH:14]=[CH:13][C:12]=1[F:17])=O.[CH3:18][O:19][C:20](=[O:27])[CH2:21][C:22]([CH:24]1[CH2:26][CH2:25]1)=O, predict the reaction product. The product is: [CH3:18][O:19][C:20]([C:21]1[C:22]([CH:24]([CH3:26])[CH3:25])=[N:1][C:2]2[C:3]([C:9]=1[C:11]1[CH:16]=[CH:15][CH:14]=[CH:13][C:12]=1[F:17])=[CH:4][CH:5]=[C:6]([Cl:8])[CH:7]=2)=[O:27].